From a dataset of NCI-60 drug combinations with 297,098 pairs across 59 cell lines. Regression. Given two drug SMILES strings and cell line genomic features, predict the synergy score measuring deviation from expected non-interaction effect. (1) Drug 1: CC1=C2C(C(=O)C3(C(CC4C(C3C(C(C2(C)C)(CC1OC(=O)C(C(C5=CC=CC=C5)NC(=O)OC(C)(C)C)O)O)OC(=O)C6=CC=CC=C6)(CO4)OC(=O)C)OC)C)OC. Drug 2: CC1=C2C(C(=O)C3(C(CC4C(C3C(C(C2(C)C)(CC1OC(=O)C(C(C5=CC=CC=C5)NC(=O)OC(C)(C)C)O)O)OC(=O)C6=CC=CC=C6)(CO4)OC(=O)C)O)C)O. Cell line: SNB-19. Synergy scores: CSS=53.5, Synergy_ZIP=0.379, Synergy_Bliss=0.0360, Synergy_Loewe=0.153, Synergy_HSA=6.43. (2) Drug 1: CN1CCC(CC1)COC2=C(C=C3C(=C2)N=CN=C3NC4=C(C=C(C=C4)Br)F)OC. Drug 2: CC12CCC(CC1=CCC3C2CCC4(C3CC=C4C5=CN=CC=C5)C)O. Cell line: EKVX. Synergy scores: CSS=23.5, Synergy_ZIP=-0.714, Synergy_Bliss=2.06, Synergy_Loewe=-7.62, Synergy_HSA=1.57. (3) Drug 1: CCCCC(=O)OCC(=O)C1(CC(C2=C(C1)C(=C3C(=C2O)C(=O)C4=C(C3=O)C=CC=C4OC)O)OC5CC(C(C(O5)C)O)NC(=O)C(F)(F)F)O. Drug 2: CC12CCC3C(C1CCC2OP(=O)(O)O)CCC4=C3C=CC(=C4)OC(=O)N(CCCl)CCCl.[Na+]. Cell line: CAKI-1. Synergy scores: CSS=17.2, Synergy_ZIP=3.36, Synergy_Bliss=4.86, Synergy_Loewe=-24.3, Synergy_HSA=2.10. (4) Drug 1: CCN(CC)CCNC(=O)C1=C(NC(=C1C)C=C2C3=C(C=CC(=C3)F)NC2=O)C. Drug 2: CC1C(C(CC(O1)OC2CC(CC3=C2C(=C4C(=C3O)C(=O)C5=C(C4=O)C(=CC=C5)OC)O)(C(=O)CO)O)N)O.Cl. Cell line: SW-620. Synergy scores: CSS=30.1, Synergy_ZIP=-2.05, Synergy_Bliss=-1.54, Synergy_Loewe=-1.09, Synergy_HSA=0.539. (5) Drug 1: COC1=CC(=CC(=C1O)OC)C2C3C(COC3=O)C(C4=CC5=C(C=C24)OCO5)OC6C(C(C7C(O6)COC(O7)C8=CC=CS8)O)O. Drug 2: CN(CC1=CN=C2C(=N1)C(=NC(=N2)N)N)C3=CC=C(C=C3)C(=O)NC(CCC(=O)O)C(=O)O. Cell line: SW-620. Synergy scores: CSS=46.4, Synergy_ZIP=-2.37, Synergy_Bliss=0.488, Synergy_Loewe=-0.278, Synergy_HSA=5.50. (6) Drug 1: CCCS(=O)(=O)NC1=C(C(=C(C=C1)F)C(=O)C2=CNC3=C2C=C(C=N3)C4=CC=C(C=C4)Cl)F. Drug 2: C1C(C(OC1N2C=NC(=NC2=O)N)CO)O. Cell line: MOLT-4. Synergy scores: CSS=58.1, Synergy_ZIP=-0.0341, Synergy_Bliss=0.0592, Synergy_Loewe=-29.7, Synergy_HSA=-1.20. (7) Drug 2: CC(C)NC(=O)C1=CC=C(C=C1)CNNC.Cl. Synergy scores: CSS=4.00, Synergy_ZIP=-1.37, Synergy_Bliss=-3.79, Synergy_Loewe=0.435, Synergy_HSA=-4.96. Drug 1: C1=NC2=C(N=C(N=C2N1C3C(C(C(O3)CO)O)F)Cl)N. Cell line: MALME-3M.